Task: Predict the reaction yield, written as a fraction of the theoretical maximum amount of product (1.0 means a 100% yield; for example, 0.34 means a 34% yield).. Dataset: Reaction yield outcomes from USPTO patents with 853,638 reactions (1) The product is [Br:1][C:2]1[CH:3]=[C:4]([N:9]([S:18]([C:12]2[CH:13]=[CH:14][C:15]([F:17])=[CH:16][C:11]=2[F:10])(=[O:20])=[O:19])[S:18]([C:12]2[CH:13]=[CH:14][C:15]([F:17])=[CH:16][C:11]=2[F:10])(=[O:20])=[O:19])[C:5]([Cl:8])=[N:6][CH:7]=1. The reactants are [Br:1][C:2]1[CH:3]=[C:4]([NH2:9])[C:5]([Cl:8])=[N:6][CH:7]=1.[F:10][C:11]1[CH:16]=[C:15]([F:17])[CH:14]=[CH:13][C:12]=1[S:18](Cl)(=[O:20])=[O:19]. The catalyst is N1C=CC=CC=1. The yield is 0.900. (2) No catalyst specified. The reactants are [NH2:1][N:2]1[CH:6]=[CH:5][CH:4]=[C:3]1[C:7]([NH:9][C:10]1[CH:15]=[CH:14][CH:13]=[CH:12][CH:11]=1)=[O:8].[CH2:16]([O:23][CH2:24][CH2:25][C@H:26]([NH:30][C:31]([O:33][C:34]([CH3:37])([CH3:36])[CH3:35])=[O:32])[C:27](O)=[O:28])[C:17]1[CH:22]=[CH:21][CH:20]=[CH:19][CH:18]=1. The yield is 0.960. The product is [CH2:16]([O:23][CH2:24][CH2:25][C@H:26]([NH:30][C:31](=[O:32])[O:33][C:34]([CH3:36])([CH3:35])[CH3:37])[C:27](=[O:28])[NH:1][N:2]1[CH:6]=[CH:5][CH:4]=[C:3]1[C:7](=[O:8])[NH:9][C:10]1[CH:15]=[CH:14][CH:13]=[CH:12][CH:11]=1)[C:17]1[CH:18]=[CH:19][CH:20]=[CH:21][CH:22]=1. (3) The yield is 0.890. The product is [CH2:35]([N:37]([CH2:41][CH3:42])[CH2:38][CH2:39][NH:40][C:5]1[N:6]=[C:7]([C:22]2[CH:23]=[CH:24][CH:25]=[CH:26][CH:27]=2)[C:8]2[CH:14]=[CH:13][C:12](=[O:15])[N:11]([C:16]3[CH:21]=[CH:20][CH:19]=[CH:18][CH:17]=3)[C:9]=2[N:10]=1)[CH3:36]. The catalyst is CCOC(C)=O. The reactants are CS([C:5]1[N:6]=[C:7]([C:22]2[CH:27]=[CH:26][CH:25]=[CH:24][CH:23]=2)[C:8]2[CH:14]=[CH:13][C:12](=[O:15])[N:11]([C:16]3[CH:21]=[CH:20][CH:19]=[CH:18][CH:17]=3)[C:9]=2[N:10]=1)(=O)=O.CN1C(=O)CCC1.[CH2:35]([N:37]([CH2:41][CH3:42])[CH2:38][CH2:39][NH2:40])[CH3:36].O.